Dataset: Peptide-MHC class II binding affinity with 134,281 pairs from IEDB. Task: Regression. Given a peptide amino acid sequence and an MHC pseudo amino acid sequence, predict their binding affinity value. This is MHC class II binding data. The peptide sequence is MGMFNMLSTVLGVSI. The MHC is DRB1_0401 with pseudo-sequence DRB1_0401. The binding affinity (normalized) is 0.250.